Dataset: Peptide-MHC class I binding affinity with 185,985 pairs from IEDB/IMGT. Task: Regression. Given a peptide amino acid sequence and an MHC pseudo amino acid sequence, predict their binding affinity value. This is MHC class I binding data. (1) The peptide sequence is RRGPEQTQG. The MHC is HLA-A02:01 with pseudo-sequence HLA-A02:01. The binding affinity (normalized) is 0.0847. (2) The peptide sequence is PQNGQFIHF. The MHC is HLA-A32:01 with pseudo-sequence HLA-A32:01. The binding affinity (normalized) is 0.0336. (3) The peptide sequence is SAAFEDLRL. The MHC is HLA-A02:03 with pseudo-sequence HLA-A02:03. The binding affinity (normalized) is 0.156. (4) The peptide sequence is YSYKAFIKYP. The MHC is Mamu-A01 with pseudo-sequence Mamu-A01. The binding affinity (normalized) is 0.356. (5) The peptide sequence is MIAGVLFTFV. The MHC is HLA-A02:06 with pseudo-sequence HLA-A02:06. The binding affinity (normalized) is 0.918. (6) The peptide sequence is YQFKSVEFDMS. The MHC is H-2-Kb with pseudo-sequence H-2-Kb. The binding affinity (normalized) is 0.0709.